This data is from Reaction yield outcomes from USPTO patents with 853,638 reactions. The task is: Predict the reaction yield, written as a fraction of the theoretical maximum amount of product (1.0 means a 100% yield; for example, 0.34 means a 34% yield). (1) The yield is 0.680. The reactants are [Cl:1][C:2]1[N:3]=[C:4]([N:13]2[CH2:18][CH2:17][O:16][CH2:15][CH2:14]2)[C:5]2[O:10][C:9]([CH:11]=O)=[CH:8][C:6]=2[N:7]=1.[CH3:19][S:20]([N:23]1[CH2:28][CH2:27][NH:26][CH2:25][CH2:24]1)(=[O:22])=[O:21].C([O-])(=O)C.[Na+].C(OC)(OC)OC.C(O[BH-](OC(=O)C)OC(=O)C)(=O)C.[Na+]. The catalyst is ClCCCl. The product is [Cl:1][C:2]1[N:3]=[C:4]([N:13]2[CH2:14][CH2:15][O:16][CH2:17][CH2:18]2)[C:5]2[O:10][C:9]([CH2:11][N:26]3[CH2:27][CH2:28][N:23]([S:20]([CH3:19])(=[O:22])=[O:21])[CH2:24][CH2:25]3)=[CH:8][C:6]=2[N:7]=1. (2) The reactants are [CH3:1][C:2]1[CH:7]=[CH:6][C:5]([S:8]([O:11][CH2:12][C@H:13]([O:16][C:17]2[C:22](C=CC)=[CH:21][CH:20]=[C:19]([Cl:26])[C:18]=2[C:27]2[CH:32]=[CH:31][CH:30]=[CH:29][C:28]=2[CH3:33])[CH:14]=[CH2:15])(=[O:10])=[O:9])=[CH:4][CH:3]=1. The catalyst is ClCCCl.C1CCC(P(C2CCCCC2)C2CCCCC2)CC1.C1CCC(P(C2CCCCC2)C2CCCCC2)CC1.C1C=CC(C=[Ru](Cl)Cl)=CC=1. The product is [CH3:1][C:2]1[CH:3]=[CH:4][C:5]([S:8]([O:11][CH2:12][C@H:13]2[CH:14]=[CH:15][C:22]3[C:17](=[C:18]([C:27]4[CH:32]=[CH:31][CH:30]=[CH:29][C:28]=4[CH3:33])[C:19]([Cl:26])=[CH:20][CH:21]=3)[O:16]2)(=[O:10])=[O:9])=[CH:6][CH:7]=1. The yield is 0.630. (3) The reactants are [NH2:1][CH:2]([C:7]1[CH:12]=[C:11]([O:13][CH3:14])[C:10]([O:15][CH3:16])=[C:9]([O:17][CH3:18])[CH:8]=1)[CH2:3][C:4]([OH:6])=[O:5].[C:19]1([CH:27]=O)[C:20]([CH:25]=[O:26])=[CH:21][CH:22]=[CH:23][CH:24]=1.C(O)(=O)C. The catalyst is ClCCl. The product is [O:26]=[C:25]1[C:20]2[C:19](=[CH:24][CH:23]=[CH:22][CH:21]=2)[CH2:27][N:1]1[CH:2]([C:7]1[CH:8]=[C:9]([O:17][CH3:18])[C:10]([O:15][CH3:16])=[C:11]([O:13][CH3:14])[CH:12]=1)[CH2:3][C:4]([OH:6])=[O:5]. The yield is 0.200. (4) The reactants are [CH3:1][O:2][C:3]1[CH:8]=[CH:7][C:6]([C:9]2[C:17]3[C:13](=[CH:14][N:15]([CH3:18])[N:16]=3)[CH:12]=[CH:11][CH:10]=2)=[C:5]([CH3:19])[CH:4]=1.[Li]CCCC.[CH3:25][O:26][CH2:27][C:28](=[O:33])[CH2:29][CH2:30][O:31][CH3:32]. The catalyst is C1COCC1.CCOC(C)=O. The product is [CH3:25][O:26][CH2:27][C:28]([C:14]1[N:15]([CH3:18])[N:16]=[C:17]2[C:13]=1[CH:12]=[CH:11][CH:10]=[C:9]2[C:6]1[CH:7]=[CH:8][C:3]([O:2][CH3:1])=[CH:4][C:5]=1[CH3:19])([OH:33])[CH2:29][CH2:30][O:31][CH3:32]. The yield is 0.650. (5) The reactants are [C:1]([N:8]([CH3:14])[C@H:9]([C:11]([OH:13])=O)[CH3:10])([O:3][C:4]([CH3:7])([CH3:6])[CH3:5])=[O:2].CCN(C(C)C)C(C)C.CN(C(ON1N=NC2C=CC=NC1=2)=[N+](C)C)C.F[P-](F)(F)(F)(F)F.[NH2:48][CH:49]([C:71]([CH3:74])([CH3:73])[CH3:72])[C:50]([N:52]1[CH2:56][CH2:55][CH:54]([O:57][C:58](=[O:60])[CH3:59])[CH:53]1[CH2:61][C:62]1[C:70]2[C:65](=[N:66][CH:67]=[CH:68][CH:69]=2)[NH:64][CH:63]=1)=[O:51]. The catalyst is CN(C=O)C.CCOC(C)=O. The product is [C:4]([O:3][C:1]([N:8]([CH3:14])[CH:9]([CH3:10])[C:11]([NH:48][CH:49]([C:71]([CH3:74])([CH3:73])[CH3:72])[C:50]([N:52]1[CH2:56][CH2:55][CH:54]([O:57][C:58](=[O:60])[CH3:59])[CH:53]1[CH2:61][C:62]1[C:70]2[C:65](=[N:66][CH:67]=[CH:68][CH:69]=2)[NH:64][CH:63]=1)=[O:51])=[O:13])=[O:2])([CH3:5])([CH3:6])[CH3:7]. The yield is 0.790. (6) The reactants are [F:1][C:2]1[C:3]([NH:21][C:22]2[CH:27]=[CH:26][C:25]([I:28])=[CH:24][C:23]=2[F:29])=[C:4]([C:9]([N:11]2[CH2:14][C:13]([C:16]([CH3:20])([CH3:19])[CH2:17][OH:18])([OH:15])[CH2:12]2)=[O:10])[CH:5]=[CH:6][C:7]=1[F:8].CC(OI1(OC(C)=O)(OC(C)=O)OC(=O)C2C=CC=CC1=2)=O.S([O-])([O-])(=O)=S.[Na+].[Na+].C(=O)(O)[O-].[Na+]. The catalyst is ClCCl. The product is [F:1][C:2]1[C:3]([NH:21][C:22]2[CH:27]=[CH:26][C:25]([I:28])=[CH:24][C:23]=2[F:29])=[C:4]([C:9]([N:11]2[CH2:12][C:13]([C:16]([CH3:20])([CH3:19])[CH:17]=[O:18])([OH:15])[CH2:14]2)=[O:10])[CH:5]=[CH:6][C:7]=1[F:8]. The yield is 0.530.